From a dataset of TCR-epitope binding with 47,182 pairs between 192 epitopes and 23,139 TCRs. Binary Classification. Given a T-cell receptor sequence (or CDR3 region) and an epitope sequence, predict whether binding occurs between them. (1) The epitope is FTYASALWEI. The TCR CDR3 sequence is CASSVVAGPYNEQFF. Result: 0 (the TCR does not bind to the epitope). (2) The epitope is GLCTLVAML. The TCR CDR3 sequence is CASRITGESDQPQHF. Result: 0 (the TCR does not bind to the epitope). (3) The epitope is ILGLPTQTV. The TCR CDR3 sequence is CASSQEQAGGQETQYF. Result: 1 (the TCR binds to the epitope).